From a dataset of Forward reaction prediction with 1.9M reactions from USPTO patents (1976-2016). Predict the product of the given reaction. (1) Given the reactants [CH3:1][O:2][C:3](=[O:12])[C:4]1[CH:9]=[CH:8][CH:7]=[C:6]([C:10]#[N:11])[CH:5]=1.P([O-])(OCC)(SCC)=[S:14], predict the reaction product. The product is: [C:10]([C:6]1[CH:5]=[C:4]([CH:9]=[CH:8][CH:7]=1)[C:3]([O:2][CH3:1])=[O:12])(=[S:14])[NH2:11]. (2) Given the reactants [F:1][C:2]([F:30])([F:29])[C:3]1[CH:4]=[C:5]([C:9]2[N:10]=[C:11]([CH:14]3[CH2:19][CH2:18][N:17]([C:20]4[N:25]=[CH:24][N:23]=[C:22]5[NH:26][N:27]=[CH:28][C:21]=45)[CH2:16][CH2:15]3)[NH:12][CH:13]=2)[CH:6]=[CH:7][CH:8]=1.CC(O)C.[ClH:35], predict the reaction product. The product is: [ClH:35].[F:29][C:2]([F:1])([F:30])[C:3]1[CH:4]=[C:5]([C:9]2[N:10]=[C:11]([CH:14]3[CH2:19][CH2:18][N:17]([C:20]4[N:25]=[CH:24][N:23]=[C:22]5[NH:26][N:27]=[CH:28][C:21]=45)[CH2:16][CH2:15]3)[NH:12][CH:13]=2)[CH:6]=[CH:7][CH:8]=1. (3) Given the reactants [NH2:1][C:2]1[C:35]([C:36]([F:39])([F:38])[F:37])=[CH:34][C:5]([CH2:6][C@@H:7]([CH2:11][C:12](=[O:33])[N:13]2[CH2:18][CH2:17][CH:16]([N:19]3[C:23]4[CH:24]=[N:25][C:26]5[CH:27]=[CH:28][CH:29]=[CH:30][C:31]=5[C:22]=4[NH:21][C:20]3=[O:32])[CH2:15][CH2:14]2)[C:8]([OH:10])=O)=[CH:4][C:3]=1[Cl:40].[O:41]1[CH2:46][CH2:45][CH:44]([N:47]2[CH2:52][CH2:51][NH:50][CH2:49][CH2:48]2)[CH2:43][CH2:42]1, predict the reaction product. The product is: [NH2:1][C:2]1[C:35]([C:36]([F:39])([F:37])[F:38])=[CH:34][C:5]([CH2:6][C@@H:7]([CH2:11][C:12]([N:13]2[CH2:14][CH2:15][CH:16]([N:19]3[C:23]4[CH:24]=[N:25][C:26]5[CH:27]=[CH:28][CH:29]=[CH:30][C:31]=5[C:22]=4[NH:21][C:20]3=[O:32])[CH2:17][CH2:18]2)=[O:33])[C:8]([N:50]2[CH2:49][CH2:48][N:47]([CH:44]3[CH2:45][CH2:46][O:41][CH2:42][CH2:43]3)[CH2:52][CH2:51]2)=[O:10])=[CH:4][C:3]=1[Cl:40]. (4) Given the reactants [CH2:1]([O:8][CH2:9][CH2:10][O:11][C:12]1[CH:18]=[CH:17][C:15]([NH2:16])=[CH:14][C:13]=1[C:19]([F:22])([F:21])[F:20])[C:2]1[CH:7]=[CH:6][CH:5]=[CH:4][CH:3]=1.[Br:23][C:24]1[CH:29]=[CH:28][C:27]([CH2:30][C:31](O)=[O:32])=[C:26]([F:34])[C:25]=1[F:35].CCN(C(C)C)C(C)C.CN(C(ON1N=NC2C=CC=NC1=2)=[N+](C)C)C.F[P-](F)(F)(F)(F)F.C([O-])(O)=O.[Na+], predict the reaction product. The product is: [CH2:1]([O:8][CH2:9][CH2:10][O:11][C:12]1[CH:18]=[CH:17][C:15]([NH:16][C:31](=[O:32])[CH2:30][C:27]2[CH:28]=[CH:29][C:24]([Br:23])=[C:25]([F:35])[C:26]=2[F:34])=[CH:14][C:13]=1[C:19]([F:20])([F:21])[F:22])[C:2]1[CH:3]=[CH:4][CH:5]=[CH:6][CH:7]=1.